From a dataset of Reaction yield outcomes from USPTO patents with 853,638 reactions. Predict the reaction yield, written as a fraction of the theoretical maximum amount of product (1.0 means a 100% yield; for example, 0.34 means a 34% yield). The reactants are [Br:1][C:2]1[CH:3]=[C:4]([CH:8]=[O:9])[CH:5]=[N:6][CH:7]=1.[BH4-].[Na+]. The catalyst is CO. The product is [Br:1][C:2]1[CH:3]=[C:4]([CH2:8][OH:9])[CH:5]=[N:6][CH:7]=1. The yield is 0.900.